From a dataset of Experimentally validated miRNA-target interactions with 360,000+ pairs, plus equal number of negative samples. Binary Classification. Given a miRNA mature sequence and a target amino acid sequence, predict their likelihood of interaction. (1) Result: 1 (interaction). The protein sequence of the target gene is MQCHRDLALSQALWGWQLSKQSGWAHPSLPHSPLPSTVHSCSWAPPHLQRHLPLATVSPGTTQLTQGPAGRTLGQTQASCPEPRPSMDAVDATMEKLRAQCLSRGASGIQGLARFFRQLDRDGSRSLDADEFRQGLAKLGLVLDQAEAEGVCRKWDRNGSGTLDLEEFLRALRPPMSQAREAVIAAAFAKLDRSGDGVVTVDDLRGVYSGRAHPKVRSGEWTEDEVLRRFLDNFDSSEKDGQVTLAEFQDYYSGVSASMNTDEEFVAMMTSAWQL. The miRNA is hsa-miR-542-3p with sequence UGUGACAGAUUGAUAACUGAAA. (2) The miRNA is hsa-miR-6848-3p with sequence GUGGUCUCUUGGCCCCCAG. The protein sequence of the target gene is MAGLNSLEAVKRKIQALQQQADEAEDRAQGLQRELDGERERREKAEGDVAALNRRIQLVEEELDRAQERLATALQKLEEAEKAADESERGMKVIENRAMKDEEKMEIQEMQLKEAKHIAEEADRKYEEVARKLVILEGELERAEERAEVSELKCGDLEEELKNVTNNLKSLEAASEKYSEKEDKYEEEIKLLSDKLKEAETRAEFAERTVAKLEKTIDDLEEKLAQAKEENVGLHQTLDQTLNELNCI. Result: 0 (no interaction). (3) The miRNA is hsa-miR-4287 with sequence UCUCCCUUGAGGGCACUUU. The protein sequence of the target gene is MARPVRGGLGAPRRSPCLLLLWLLLLRLEPVTAAAGPRAPCAAACTCAGDSLDCGGRGLAALPGDLPSWTRSLNLSYNKLSEIDPAGFEDLPNLQEVYLNNNELTAVPSLGAASSHVVSLFLQHNKIRSVEGSQLKAYLSLEVLDLSLNNITEVRNTCFPHGPPIKELNLAGNRIGTLELGAFDGLSRSLLTLRLSKNRITQLPVRAFKLPRLTQLDLNRNRIRLIEGLTFQGLNSLEVLKLQRNNISKLTDGAFWGLSKMHVLHLEYNSLVEVNSGSLYGLTALHQLHLSNNSIARIHR.... Result: 1 (interaction). (4) The miRNA is hsa-miR-3173-3p with sequence AAAGGAGGAAAUAGGCAGGCCA. The protein sequence of the target gene is MACLHETRTPSPSFGGFVSTLSEASMRKLDPDTSDCTPEKDLTPTHVLQLHEQDAGGPGGAAGSPESRASRVRADEVRLQCQSGSGFLEGLFGCLRPVWTMIGKAYSTEHKQQQEDLWEVPFEEILDLQWVGSGAQGAVFLGRFHGEEVAVKKVRDLKETDIKHLRKLKHPNIITFKGVCTQAPCYCILMEFCAQGQLYEVLRAGRPVTPSLLVDWSMGIAGGMNYLHLHKIIHRDLKSPNMLITYDDVVKISDFGTSKELSDKSTKMSFAGTVAWMAPEVIRNEPVSEKVDIWSFGVVL.... Result: 0 (no interaction). (5) The miRNA is hsa-miR-1227-3p with sequence CGUGCCACCCUUUUCCCCAG. The protein sequence of the target gene is MVKLTAELIEQAAQYTNAVRDRELDLRGYKIPVIENLGATLDQFDAIDFSDNEIRKLDGFPLLRRLKTLLVNNNRICRIGEGLDQALPCLTELILTNNSLVELGDLDPLASLKSLTYLSILRNPVTNKKHYRLYVIYKVPQVRVLDFQKVKLKERQEAEKMFKGKRGAQLAKDIARRSKTFNPGAGLPTDKKKGGPSPGDVEAIKNAIANASTLAEVERLKGLLQSGQIPGRERRSGPTDDGEEEMEEDTVTNGS. Result: 0 (no interaction). (6) The miRNA is hsa-miR-3154 with sequence CAGAAGGGGAGUUGGGAGCAGA. The protein sequence of the target gene is MLSRPKPGESEVDLLHFQSQFLAAGAAPAVQLVKKGNRGGGDANSDRPPLQDHRDVVMLDNLPDLPPALVPSPPKRARPSPGHCLPEDEDPEERLRRHDQHITAVLTKIIERDTSSVAVNLPVPSGVAFPAVFLRSRDTQGKSATSGKRSIFAQEIAARRIAEAKGPSVGEVVPNVGPPEGAVTCETPTPRNQGCQLPGSSHSFQGPNLVTGKGLRDQEAEQEAQTIHEENIARLQAMAPEEILQEQQRLLAQLDPSLVAFLRSHSHTQEQTGETASEEQRPGGPSANVTKEEPLMSAFA.... Result: 1 (interaction).